Dataset: Catalyst prediction with 721,799 reactions and 888 catalyst types from USPTO. Task: Predict which catalyst facilitates the given reaction. Reactant: C(OC([N:8]1[CH2:27][CH2:26][CH2:25][C:10]2([N:13]([C:14]([O:16][CH2:17][C:18]3[CH:23]=[CH:22][CH:21]=[CH:20][CH:19]=3)=[O:15])[CH2:12][CH:11]2[CH3:24])[CH2:9]1)=O)(C)(C)C.FC(F)(F)C(O)=O.[OH-].[Na+]. The catalyst class is: 22. Product: [CH2:17]([O:16][C:14]([N:13]1[C:10]2([CH2:25][CH2:26][CH2:27][NH:8][CH2:9]2)[CH:11]([CH3:24])[CH2:12]1)=[O:15])[C:18]1[CH:19]=[CH:20][CH:21]=[CH:22][CH:23]=1.